This data is from Full USPTO retrosynthesis dataset with 1.9M reactions from patents (1976-2016). The task is: Predict the reactants needed to synthesize the given product. (1) Given the product [CH2:1]([C:8]1[S:12][C:11]([NH:13][C:25](=[O:26])[CH2:24][CH2:23][C:22](=[O:21])[C:28]2[CH:33]=[CH:32][CH:31]=[CH:30][CH:29]=2)=[N:10][C:9]=1[C:14]1[CH:19]=[CH:18][CH:17]=[CH:16][CH:15]=1)[C:2]1[CH:3]=[CH:4][CH:5]=[CH:6][CH:7]=1, predict the reactants needed to synthesize it. The reactants are: [CH2:1]([C:8]1[S:12][C:11]([NH2:13])=[N:10][C:9]=1[C:14]1[CH:19]=[CH:18][CH:17]=[CH:16][CH:15]=1)[C:2]1[CH:7]=[CH:6][CH:5]=[CH:4][CH:3]=1.C[O:21][C:22](OC)([C:28]1[CH:33]=[CH:32][CH:31]=[CH:30][CH:29]=1)[CH2:23][CH2:24][C:25]([O-])=[O:26].[K+].Cl.C(N=C=NCCCN(C)C)C.C1C=CC2N(O)N=NC=2C=1. (2) Given the product [C:1]([C:3]1[CH:8]=[CH:7][C:6]([C:9]2[N:10]=[C:11]([C@H:14]([CH3:31])[C@:15]([C:23]3[CH:28]=[C:27]([F:29])[CH:26]=[CH:25][C:24]=3[F:30])([OH:22])[CH2:16][N:17]3[CH:21]=[N:20][CH:19]=[N:18]3)[S:12][CH:13]=2)=[CH:5][CH:4]=1)#[N:2], predict the reactants needed to synthesize it. The reactants are: [C:1]([C:3]1[CH:8]=[CH:7][C:6]([C:9]2[N:10]=[C:11]([CH:14]([CH3:31])[C:15]([C:23]3[CH:28]=[C:27]([F:29])[CH:26]=[CH:25][C:24]=3[F:30])([OH:22])[CH2:16][N:17]3[CH:21]=[N:20][CH:19]=[N:18]3)[S:12][CH:13]=2)=[CH:5][CH:4]=1)#[N:2].[C@@]12(CS(O)(=O)=O)C(C)(C)C(CC1)CC2=O.C(O)(=O)C. (3) Given the product [S:1]1[CH:5]=[CH:4][N:3]=[C:2]1[C:6]([O:8][C:21]([CH3:23])([CH3:22])[CH3:20])=[O:7], predict the reactants needed to synthesize it. The reactants are: [S:1]1[CH:5]=[CH:4][N:3]=[C:2]1[C:6]([OH:8])=[O:7].CN(C=O)C.C(Cl)(=O)C(Cl)=O.[CH3:20][C:21]([O-])([CH3:23])[CH3:22].[K+]. (4) Given the product [F:1][C:2]1[CH:28]=[CH:27][CH:26]=[C:25]([C:35]2[N:40]=[CH:39][CH:38]=[CH:37][N:36]=2)[C:3]=1[C:4]([N:6]1[CH2:11][CH2:10][CH2:9][C@@H:8]([CH3:12])[C@H:7]1[CH2:13][N:14]1[C:22](=[O:23])[C:21]2[C:16](=[CH:17][CH:18]=[CH:19][CH:20]=2)[C:15]1=[O:24])=[O:5], predict the reactants needed to synthesize it. The reactants are: [F:1][C:2]1[CH:28]=[CH:27][CH:26]=[C:25](I)[C:3]=1[C:4]([N:6]1[CH2:11][CH2:10][CH2:9][C@@H:8]([CH3:12])[C@H:7]1[CH2:13][N:14]1[C:22](=[O:23])[C:21]2[C:16](=[CH:17][CH:18]=[CH:19][CH:20]=2)[C:15]1=[O:24])=[O:5].C([Sn](CCCC)(CCCC)[C:35]1[N:40]=[CH:39][CH:38]=[CH:37][N:36]=1)CCC.[F-].[Cs+]. (5) The reactants are: [H-].[Na+].[OH:3][CH2:4][CH2:5][C:6]1[CH:11]=[CH:10][C:9]([OH:12])=[CH:8][CH:7]=1.[Si:13](Cl)([C:16]([CH3:19])([CH3:18])[CH3:17])([CH3:15])[CH3:14].P([O-])([O-])([O-])=O. Given the product [Si:13]([O:12][C:9]1[CH:10]=[CH:11][C:6]([CH2:5][CH2:4][OH:3])=[CH:7][CH:8]=1)([C:16]([CH3:19])([CH3:18])[CH3:17])([CH3:15])[CH3:14], predict the reactants needed to synthesize it. (6) Given the product [Cl:28][C:25]1[CH:26]=[CH:27][C:22]([C:17]2([CH2:16][C:12]3[N:11]4[CH2:29][CH2:30][N:31]([CH:34]5[CH2:35][CH2:36]5)[C:32](=[O:33])[C:10]4=[C:9]([OH:8])[C:14](=[O:15])[N:13]=3)[CH2:21][CH2:20][CH2:19][CH2:18]2)=[CH:23][CH:24]=1, predict the reactants needed to synthesize it. The reactants are: C([O:8][C:9]1[C:14](=[O:15])[N:13]=[C:12]([CH2:16][C:17]2([C:22]3[CH:27]=[CH:26][C:25]([Cl:28])=[CH:24][CH:23]=3)[CH2:21][CH2:20][CH2:19][CH2:18]2)[N:11]2[CH2:29][CH2:30][N:31]([CH:34]3[CH2:36][CH2:35]3)[C:32](=[O:33])[C:10]=12)C1C=CC=CC=1.OS(O)(=O)=O. (7) The reactants are: Br[CH2:2][CH2:3][CH2:4][C:5]#[N:6].[CH3:7][O:8][C:9]1[CH:14]=[CH:13][C:12]([C:15]2[C:23]3[C:22]([O:24][CH2:25][CH:26]4[CH2:30][CH2:29][CH2:28][NH:27]4)=[N:21][CH:20]=[N:19][C:18]=3[O:17][C:16]=2[C:31]2[CH:36]=[CH:35][CH:34]=[CH:33][CH:32]=2)=[CH:11][CH:10]=1.C(N(C(C)C)CC)(C)C.[I-].[K+]. Given the product [CH3:7][O:8][C:9]1[CH:10]=[CH:11][C:12]([C:15]2[C:23]3[C:22]([O:24][CH2:25][CH:26]4[CH2:30][CH2:29][CH2:28][N:27]4[CH2:2][CH2:3][CH2:4][C:5]#[N:6])=[N:21][CH:20]=[N:19][C:18]=3[O:17][C:16]=2[C:31]2[CH:36]=[CH:35][CH:34]=[CH:33][CH:32]=2)=[CH:13][CH:14]=1, predict the reactants needed to synthesize it.